This data is from Experimentally validated miRNA-target interactions with 360,000+ pairs, plus equal number of negative samples. The task is: Binary Classification. Given a miRNA mature sequence and a target amino acid sequence, predict their likelihood of interaction. (1) The miRNA is hsa-miR-7109-5p with sequence CUGGGGGGAGGAGACCCUGCU. The protein sequence of the target gene is MGESAAATASLFQRRRRGRGGRVTFPGGLKGSARFLSFGPPFPAPPAPPFPAAPGPWLRRPLFSLKLSDTEDVFPRRAGPLEVPADSRVFVQAALARPSPRWGLALHRCSVTPSSRPAPGPALALLREGCPADTSVAFPPPPPPSPGAARPARFSFRLRPVFNASVQFLHCQLSRCRRLRGVRRAPAPLTPPPPPPPSRCLPQDEACADTGSGSAEGLAADGPHLHTLTQPIVVTVPRPPPRPPKSVPGRAVRPEPPAPAPAALEPAPVVALVLAAFVLGAALAAGLGLVCAHSAPHAPG.... Result: 1 (interaction). (2) The protein sequence of the target gene is MSGIGNKRAAGEPGTSMPPEKKTAVEDSGTTVETIKLGGVSSTEELDIRTLQSKNRKLAEMLDQRQAIEDELREHIEKLERRQATDDASLLIVNRYWSQFDENIRIILKRYDLDQGLGDLLTERKALVVPEPEPDSDSNQERKDDRERGDGQEPAFSFLATLASSSSEEMESQLQERVESSRRAVSQIVTVYDKLQEKVDLLSRKLNSGDNLIVEEAVQELNSFLAQENVRLQELTDLLQEKHHTMSQEFCKLQGKVETAESRVSVLESMIDDLQWDIDKIRKREQRLNRHLAEVLERVN.... Result: 0 (no interaction). The miRNA is hsa-miR-6795-3p with sequence ACCCCUCGUUUCUUCCCCCAG. (3) The miRNA is hsa-miR-6876-5p with sequence CAGGAAGGAGACAGGCAGUUCA. The protein sequence of the target gene is MARGARPSAAGGGGGGAEPPERAGPGRPRGSPPGRARPSLAPRPGPEPSRPRAAPETSGGDTAGAGRCGGRRAAKLGPGRRGWWALLALQLHLLRALAQDDVAPYFKTEPGLPQIHLEGNRLVLTCLAEGSWPLEFKWMRDDSELTTYSSEYKYIIPSLQKLDAGFYRCVVRNRMGALLQRKSEVQVAYMGSFMDTDQRKTVSQGRAAILNLLPITSYPRPQVTWFREGHKIIPSNRIAITLENQLVILATTTSDAGAYYVQAVNEKNGENKTSPFIHLSIARDVGTPETMAPTIVVPPG.... Result: 1 (interaction). (4) The miRNA is dre-miR-133c-3p with sequence UUUGGUCCCUUUCAACCAGCUA. The protein sequence of the target gene is MADPIMDLFDDPNLFGLDSLTDDSFNQVTQDPIEEALGLPSSLDSLDQMNQDGGGGDVGNSSASELVPPPEETAPTELSKESTAPAPESITLHDYTTQPASQEQPAQPVLQTSTPTSGLLQVSKSQEILSQGNPFMGVSATAVSSSSAGGQPPQSAPKIVILKAPPSSSVTGAHVAQIQAQGITSTAQPLVAGTANGGKVTFTKVLTGTPLRPGVSIVSGNTVLAAKVPGNQAAVQRIVQPSRPVKQLVLQPVKGSAPAGNPGATGPPLKPAVTLTSTPTQGESKRITLVLQQPQSGGPQ.... Result: 0 (no interaction). (5) The miRNA is hsa-miR-6887-3p with sequence UCCCCUCCACUUUCCUCCUAG. The protein sequence of the target gene is MTSVAKVYYSQTTQTESRPLMGPGIRRRRVLTKDGRSNVRMEHIADKRFLYLKDLWTTFIDMQWRYKLLLFSATFAGTWFLFGVVWYLVAVAHGDLLELDPPANHTPCVVQVHTLTGAFLFSLESQTTIGYGFRYISEECPLAIVLLIAQLVLTTILEIFITGTFLAKIARPKKRAETIRFSQHAVVASHNGKPCLMIRVANMRKSLLIGCQVTGKLLQTHQTKEGENIRLNQVNVTFQVDTASDSPFLILPLTFYHVVDETSPLKDLPLRSGEGDFELVLILSGTVESTSATCQVRTSY.... Result: 1 (interaction). (6) The miRNA is hsa-miR-30b-5p with sequence UGUAAACAUCCUACACUCAGCU. The protein sequence of the target gene is MDLHRAAFKMENSSYLPNPLASPALMVLASTAEASRDASIPCQQPRPFGVPVSVDKDVHIPFTNGSYTFASMYHRQGGVPGTFANRDFPPSLLHLHPQFAPPNLDCTPISMLNHSGVGAFRPFASTEDRESYQSAFTPAKRLKNCHDTESPHLRFSDADGKEYDFGTQLPSSSPGSLKVDDTGKKIFAVSGLISDREASSSPEDRNDRCKKKAAALFDSQAPICPICQVLLRPSELQEHMEQELEQLAQLPSSKNSLLKDAMAPGTPKSLLLSASIKREGESPTASPHSSATDDLHHSDR.... Result: 1 (interaction). (7) The miRNA is hsa-miR-210-5p with sequence AGCCCCUGCCCACCGCACACUG. The protein sequence of the target gene is MVTHSKFPAAGMSRPLDTSLRLKTFSSKSEYQLVVNAVRKLQESGFYWSAVTGGEANLLLSAEPAGTFLIRDSSDQRHFFTLSVETQSGTKNLRIQCEGGSFSLQSDPRSTQPVPRFDCVLKLVHHYMPPPGAPSFSLPPTEPSFEVQEQPPAQALPGGTPKRAYYIYSGGEKIPLVLSRPLSSNVATLQHLCRKTVNGHLDSYEKVTQLPGPIREFLDQYDAPL. Result: 0 (no interaction).